Regression. Given two drug SMILES strings and cell line genomic features, predict the synergy score measuring deviation from expected non-interaction effect. From a dataset of NCI-60 drug combinations with 297,098 pairs across 59 cell lines. (1) Drug 1: C1CNP(=O)(OC1)N(CCCl)CCCl. Drug 2: CCC1=C2N=C(C=C(N2N=C1)NCC3=C[N+](=CC=C3)[O-])N4CCCCC4CCO. Cell line: SW-620. Synergy scores: CSS=54.5, Synergy_ZIP=5.90, Synergy_Bliss=7.47, Synergy_Loewe=-39.7, Synergy_HSA=3.57. (2) Drug 1: C1CCC(CC1)NC(=O)N(CCCl)N=O. Drug 2: C1=CC=C(C(=C1)C(C2=CC=C(C=C2)Cl)C(Cl)Cl)Cl. Cell line: HOP-92. Synergy scores: CSS=21.1, Synergy_ZIP=-5.14, Synergy_Bliss=1.46, Synergy_Loewe=-4.42, Synergy_HSA=1.76. (3) Drug 1: CC1CCC2CC(C(=CC=CC=CC(CC(C(=O)C(C(C(=CC(C(=O)CC(OC(=O)C3CCCCN3C(=O)C(=O)C1(O2)O)C(C)CC4CCC(C(C4)OC)OCCO)C)C)O)OC)C)C)C)OC. Drug 2: C1CNP(=O)(OC1)N(CCCl)CCCl. Cell line: SK-MEL-5. Synergy scores: CSS=1.26, Synergy_ZIP=0.589, Synergy_Bliss=3.05, Synergy_Loewe=-0.00271, Synergy_HSA=1.21. (4) Drug 1: CN(CCCl)CCCl.Cl. Drug 2: B(C(CC(C)C)NC(=O)C(CC1=CC=CC=C1)NC(=O)C2=NC=CN=C2)(O)O. Cell line: NCI-H322M. Synergy scores: CSS=15.3, Synergy_ZIP=-4.67, Synergy_Bliss=-3.52, Synergy_Loewe=-73.2, Synergy_HSA=-9.96. (5) Drug 1: CN(CCCl)CCCl.Cl. Drug 2: C1CNP(=O)(OC1)N(CCCl)CCCl. Cell line: SF-295. Synergy scores: CSS=11.6, Synergy_ZIP=-6.09, Synergy_Bliss=-6.31, Synergy_Loewe=-16.1, Synergy_HSA=-7.09. (6) Drug 1: CC1=C2C(C(=O)C3(C(CC4C(C3C(C(C2(C)C)(CC1OC(=O)C(C(C5=CC=CC=C5)NC(=O)OC(C)(C)C)O)O)OC(=O)C6=CC=CC=C6)(CO4)OC(=O)C)O)C)O. Drug 2: C1CN(P(=O)(OC1)NCCCl)CCCl. Cell line: UO-31. Synergy scores: CSS=0.180, Synergy_ZIP=-0.494, Synergy_Bliss=-1.61, Synergy_Loewe=0.319, Synergy_HSA=-1.61. (7) Drug 1: C1=CC(=CC=C1CCC2=CNC3=C2C(=O)NC(=N3)N)C(=O)NC(CCC(=O)O)C(=O)O. Drug 2: C1=C(C(=O)NC(=O)N1)N(CCCl)CCCl. Cell line: NCI-H522. Synergy scores: CSS=26.4, Synergy_ZIP=-9.57, Synergy_Bliss=-15.3, Synergy_Loewe=-26.1, Synergy_HSA=-11.5. (8) Cell line: SR. Drug 2: C(CN)CNCCSP(=O)(O)O. Drug 1: CC1CCC2CC(C(=CC=CC=CC(CC(C(=O)C(C(C(=CC(C(=O)CC(OC(=O)C3CCCCN3C(=O)C(=O)C1(O2)O)C(C)CC4CCC(C(C4)OC)O)C)C)O)OC)C)C)C)OC. Synergy scores: CSS=52.5, Synergy_ZIP=-1.39, Synergy_Bliss=-4.58, Synergy_Loewe=-71.9, Synergy_HSA=-3.75. (9) Drug 1: C1C(C(OC1N2C=NC3=C2NC=NCC3O)CO)O. Drug 2: CC12CCC3C(C1CCC2OP(=O)(O)O)CCC4=C3C=CC(=C4)OC(=O)N(CCCl)CCCl.[Na+]. Cell line: SN12C. Synergy scores: CSS=9.11, Synergy_ZIP=-1.45, Synergy_Bliss=3.57, Synergy_Loewe=-2.18, Synergy_HSA=-1.89. (10) Drug 1: COC1=C(C=C2C(=C1)N=CN=C2NC3=CC(=C(C=C3)F)Cl)OCCCN4CCOCC4. Synergy scores: CSS=58.5, Synergy_ZIP=-7.32, Synergy_Bliss=-1.16, Synergy_Loewe=-3.08, Synergy_HSA=1.79. Drug 2: CC1OCC2C(O1)C(C(C(O2)OC3C4COC(=O)C4C(C5=CC6=C(C=C35)OCO6)C7=CC(=C(C(=C7)OC)O)OC)O)O. Cell line: OVCAR-5.